This data is from Reaction yield outcomes from USPTO patents with 853,638 reactions. The task is: Predict the reaction yield, written as a fraction of the theoretical maximum amount of product (1.0 means a 100% yield; for example, 0.34 means a 34% yield). (1) The reactants are [C:1]([N:8]1[CH2:13][CH2:12][C:11](=[O:14])[CH2:10][CH2:9]1)([O:3][C:4]([CH3:7])([CH3:6])[CH3:5])=[O:2].C(=O)=O.[CH3:18]C(C)=O.[S:22]1[CH:26]=[CH:25][CH:24]=[C:23]1[Li].CI. The catalyst is C1COCC1. The product is [C:4]([O:3][C:1]([N:8]1[CH2:13][CH2:12][C:11]([O:14][CH3:18])([C:23]2[S:22][CH:26]=[CH:25][CH:24]=2)[CH2:10][CH2:9]1)=[O:2])([CH3:7])([CH3:6])[CH3:5]. The yield is 1.00. (2) The reactants are CO[C:3](=[O:21])[C:4]1[CH:9]=[C:8]([C:10]2[N:11]([CH3:15])[N:12]=[CH:13][CH:14]=2)[C:7]([C:16]([F:19])([F:18])[CH3:17])=[CH:6][C:5]=1[NH2:20].CC[N:24]([CH2:27]C)CC.[CH3:29][S:30]([NH:33]N)(=[O:32])=[O:31].[OH-:35].[Na+]. The catalyst is C(Cl)Cl. The product is [F:19][C:16]([C:7]1[CH:6]=[C:5]2[C:4]([C:3](=[O:21])[N:24]([NH:33][S:30]([CH3:29])(=[O:32])=[O:31])[C:27](=[O:35])[NH:20]2)=[CH:9][C:8]=1[C:10]1[N:11]([CH3:15])[N:12]=[CH:13][CH:14]=1)([F:18])[CH3:17]. The yield is 0.800. (3) The yield is 0.960. The catalyst is O1CCCC1. The reactants are C[O:2][C:3](=[O:42])[C:4]1[CH:9]=[CH:8][C:7]([NH:10][C:11](=[O:41])[CH2:12][N:13]2[CH2:17][C@H:16]([C:18]3[CH:23]=[CH:22][CH:21]=[C:20]([Cl:24])[C:19]=3[F:25])[C@:15]([C:28]3[CH:33]=[CH:32][C:31]([Cl:34])=[CH:30][C:29]=3[F:35])([C:26]#[N:27])[C@@H:14]2[CH2:36][C:37]([CH3:40])([CH3:39])[CH3:38])=[CH:6][CH:5]=1.[OH-].[Na+].CO.Cl. The product is [Cl:24][C:20]1[C:19]([F:25])=[C:18]([C@H:16]2[CH2:17][N:13]([CH2:12][C:11]([NH:10][C:7]3[CH:6]=[CH:5][C:4]([C:3]([OH:42])=[O:2])=[CH:9][CH:8]=3)=[O:41])[C@@H:14]([CH2:36][C:37]([CH3:40])([CH3:39])[CH3:38])[C@@:15]2([C:28]2[CH:33]=[CH:32][C:31]([Cl:34])=[CH:30][C:29]=2[F:35])[C:26]#[N:27])[CH:23]=[CH:22][CH:21]=1. (4) The reactants are [NH2:1][C:2]1[N:6](C(OC(C)(C)C)=O)[N:5]=[C:4]([C:14]([CH3:17])([CH3:16])[CH3:15])[CH:3]=1.[Cl:18][C:19]1[CH:20]=[C:21]([N:26]=[C:27]=[O:28])[CH:22]=[CH:23][C:24]=1[Cl:25]. The catalyst is C1(C)C=CC=CC=1. The product is [C:14]([C:4]1[CH:3]=[C:2]([NH:1][C:27]([NH:26][C:21]2[CH:22]=[CH:23][C:24]([Cl:25])=[C:19]([Cl:18])[CH:20]=2)=[O:28])[NH:6][N:5]=1)([CH3:15])([CH3:16])[CH3:17]. The yield is 0.480. (5) The product is [Cl:26][C:23]1[CH:24]=[CH:25][C:20]([N:15]([CH2:14][CH:11]2[CH2:10][CH2:9][NH:8][CH2:13][CH2:12]2)[C:16](=[O:19])[CH2:17][CH3:18])=[CH:21][CH:22]=1. The yield is 1.00. The catalyst is ClCCl. The reactants are C(OC([N:8]1[CH2:13][CH2:12][CH:11]([CH2:14][N:15]([C:20]2[CH:25]=[CH:24][C:23]([Cl:26])=[CH:22][CH:21]=2)[C:16](=[O:19])[CH2:17][CH3:18])[CH2:10][CH2:9]1)=O)(C)(C)C.FC(F)(F)C(O)=O. (6) The reactants are [NH2:1][CH2:2][C:3]([CH3:7])([CH3:6])[CH2:4][OH:5].C(N(CC)CC)C.Cl[C:16]([O:18][CH2:19][C:20]1[CH:25]=[CH:24][CH:23]=[CH:22][CH:21]=1)=[O:17]. The catalyst is ClCCl. The product is [OH:5][CH2:4][C:3]([CH3:7])([CH3:6])[CH2:2][NH:1][C:16](=[O:17])[O:18][CH2:19][C:20]1[CH:25]=[CH:24][CH:23]=[CH:22][CH:21]=1. The yield is 0.860.